Binary Classification. Given a miRNA mature sequence and a target amino acid sequence, predict their likelihood of interaction. From a dataset of Experimentally validated miRNA-target interactions with 360,000+ pairs, plus equal number of negative samples. (1) The miRNA is hsa-miR-100-3p with sequence CAAGCUUGUAUCUAUAGGUAUG. The protein sequence of the target gene is MTSKLAVALLAAFLISAALCEGAVLPRSAKELRCQCIKTYSKPFHPKFIKELRVIESGPHCANTEIIVKLSDGRELCLDPKENWVQRVVEKFLKRAENS. Result: 1 (interaction). (2) Result: 0 (no interaction). The protein sequence of the target gene is MYSVEDLLISHGYKPARDAAAPCEDKSERCRSTRTGPRAGQGLLNGYKDGATAHTHSRTSLGTGHVSNSENRISRPRGHREHQSTSRTPEARFLNQPSLAWSSQPQSGRDDIYWSRGRQEGSGSLCPRDWKELESRGMAQAYSLPVHVRENLWEVAGRTEHVMKNAIWEEELRMQDMSLESWKKPRELGRQASDGDGRKRPQEKFEGLYPFVHGEHTSQNRKKSQSLPRALSPKSLNFTEIPVPLHDGHITGVPKVPPYPPSFPSPSEPMRNLEKASSSGPFPRPKFGKPLKTPCYSSHS.... The miRNA is hsa-miR-433-3p with sequence AUCAUGAUGGGCUCCUCGGUGU. (3) The miRNA is hsa-miR-8054 with sequence GAAAGUACAGAUCGGAUGGGU. Result: 1 (interaction). The protein sequence of the target gene is MVNVLKGVLIECDPAMKQFLLYLDESNALGKKFIIQDIDDTHVFVIAELVNVLQERVGELMDQNAFSLTQK. (4) The miRNA is hsa-miR-6752-3p with sequence UCCCUGCCCCCAUACUCCCAG. The protein sequence of the target gene is MAENSESLGTVPEHERILQEIESTDTACVGPTLRSVYDDQPNAHKKFMEKLDACIRNHDKEIEKMCNFHHQGFVDAITELLKVRTDAEKLKVQVTDTNRRFQDAGKEVIVHTEDIIRCRIQQRNITTVVEKLQLCLPVLEMYSKLKEQMSAKRYYSALKTMEQLENVYFPWVSQYRFCQLMIENLPKLREDIKEISMSDLKDFLESIRKHSDKIGETAMKQAQHQKTFSVSLQKQNKMKFGKNMYINRDRIPEERNETVLKHSLEEEDENEEEILTVQDLVDFSPVYRCLHIYSVLGDEE.... Result: 0 (no interaction). (5) The miRNA is hsa-miR-6779-5p with sequence CUGGGAGGGGCUGGGUUUGGC. The protein sequence of the target gene is MSEVRPLSRDILMETLLYEQLLEPPTMEVLGMTDSEEDLDPMEDFDSLECMEGSDALALRLACIGDEMDVSLRAPRLAQLSEVAMHSLGLAFIYDQTEDIRDVLRSFMDGFTTLKENIMRFWRSPNPGSWVSCEQVLLALLLLLALLLPLLSGGLHLLLK. Result: 0 (no interaction). (6) The miRNA is hsa-miR-766-5p with sequence AGGAGGAAUUGGUGCUGGUCUU. The protein sequence of the target gene is MSKQRGTFSEVSLAQDPKRQQRKPKGNKSSISGTEQEIFQVELNLQNPSLNHQGIDKIYDCQGLLPPPEKLTAEVLGIICIVLMATVLKTIVLIPFLEQNNSSPNTRTQKARHCGHCPEEWITYSNSCYYIGKERRTWEESLLACTSKNSSLLSIDNEEEMKFLASILPSSWIGVFRNSSHHPWVTINGLAFKHKIKDSDNAELNCAVLQVNRLKSAQCGSSMIYHCKHKL. Result: 0 (no interaction).